This data is from TCR-epitope binding with 47,182 pairs between 192 epitopes and 23,139 TCRs. The task is: Binary Classification. Given a T-cell receptor sequence (or CDR3 region) and an epitope sequence, predict whether binding occurs between them. (1) The epitope is TFYLTNDVSFL. The TCR CDR3 sequence is CASSIGTGNTEAFF. Result: 0 (the TCR does not bind to the epitope). (2) Result: 0 (the TCR does not bind to the epitope). The TCR CDR3 sequence is CATEEREKDTQYF. The epitope is KTSVDCTMYI. (3) The epitope is LLQTGIHVRVSQPSL. The TCR CDR3 sequence is CSARDPLINTQYF. Result: 1 (the TCR binds to the epitope). (4) The epitope is KLWAQCVQL. The TCR CDR3 sequence is CALKRAGALREQYF. Result: 1 (the TCR binds to the epitope). (5) The epitope is ISPRTLNAW. The TCR CDR3 sequence is CASGLGRGWNTEAFF. Result: 1 (the TCR binds to the epitope).